Dataset: NCI-60 drug combinations with 297,098 pairs across 59 cell lines. Task: Regression. Given two drug SMILES strings and cell line genomic features, predict the synergy score measuring deviation from expected non-interaction effect. (1) Drug 2: C(CC(=O)O)C(=O)CN.Cl. Cell line: EKVX. Drug 1: CC1=C2C(C(=O)C3(C(CC4C(C3C(C(C2(C)C)(CC1OC(=O)C(C(C5=CC=CC=C5)NC(=O)OC(C)(C)C)O)O)OC(=O)C6=CC=CC=C6)(CO4)OC(=O)C)OC)C)OC. Synergy scores: CSS=38.8, Synergy_ZIP=-3.48, Synergy_Bliss=-4.06, Synergy_Loewe=-2.00, Synergy_HSA=-0.762. (2) Drug 1: C1=C(C(=O)NC(=O)N1)N(CCCl)CCCl. Drug 2: CC1=C(N=C(N=C1N)C(CC(=O)N)NCC(C(=O)N)N)C(=O)NC(C(C2=CN=CN2)OC3C(C(C(C(O3)CO)O)O)OC4C(C(C(C(O4)CO)O)OC(=O)N)O)C(=O)NC(C)C(C(C)C(=O)NC(C(C)O)C(=O)NCCC5=NC(=CS5)C6=NC(=CS6)C(=O)NCCC[S+](C)C)O. Cell line: MDA-MB-435. Synergy scores: CSS=8.32, Synergy_ZIP=-0.0447, Synergy_Bliss=2.09, Synergy_Loewe=-1.60, Synergy_HSA=-1.31. (3) Drug 2: CC1=C2C(C(=O)C3(C(CC4C(C3C(C(C2(C)C)(CC1OC(=O)C(C(C5=CC=CC=C5)NC(=O)C6=CC=CC=C6)O)O)OC(=O)C7=CC=CC=C7)(CO4)OC(=O)C)O)C)OC(=O)C. Drug 1: C1=C(C(=O)NC(=O)N1)F. Cell line: OVCAR-5. Synergy scores: CSS=51.9, Synergy_ZIP=-3.84, Synergy_Bliss=-4.81, Synergy_Loewe=-4.45, Synergy_HSA=-1.29. (4) Drug 1: CN(CC1=CN=C2C(=N1)C(=NC(=N2)N)N)C3=CC=C(C=C3)C(=O)NC(CCC(=O)O)C(=O)O. Drug 2: C1C(C(OC1N2C=NC3=C(N=C(N=C32)Cl)N)CO)O. Cell line: SF-268. Synergy scores: CSS=37.0, Synergy_ZIP=-0.755, Synergy_Bliss=-1.11, Synergy_Loewe=-1.66, Synergy_HSA=-2.14. (5) Drug 1: CC1C(C(CC(O1)OC2CC(CC3=C2C(=C4C(=C3O)C(=O)C5=C(C4=O)C(=CC=C5)OC)O)(C(=O)CO)O)N)O.Cl. Drug 2: CC(C)CN1C=NC2=C1C3=CC=CC=C3N=C2N. Cell line: TK-10. Synergy scores: CSS=17.5, Synergy_ZIP=-5.38, Synergy_Bliss=1.18, Synergy_Loewe=-1.67, Synergy_HSA=-1.19.